Dataset: Catalyst prediction with 721,799 reactions and 888 catalyst types from USPTO. Task: Predict which catalyst facilitates the given reaction. Product: [Cl:6][C:7]1[CH:8]=[C:9]2[C:14](=[CH:15][CH:16]=1)[N:13]([C@H:17]1[CH2:21][CH2:20][N:19]([C:22]3[CH:23]=[CH:24][C:25]([S:2]([Cl:1])(=[O:5])=[O:3])=[CH:26][CH:27]=3)[C:18]1=[O:28])[CH2:12][CH2:11][CH2:10]2. Reactant: [Cl:1][S:2]([OH:5])(=O)=[O:3].[Cl:6][C:7]1[CH:8]=[C:9]2[C:14](=[CH:15][CH:16]=1)[N:13]([C@H:17]1[CH2:21][CH2:20][N:19]([C:22]3[CH:27]=[CH:26][CH:25]=[CH:24][CH:23]=3)[C:18]1=[O:28])[CH2:12][CH2:11][CH2:10]2. The catalyst class is: 25.